From a dataset of Catalyst prediction with 721,799 reactions and 888 catalyst types from USPTO. Predict which catalyst facilitates the given reaction. (1) Reactant: [OH:1][CH2:2][CH2:3][CH2:4][NH:5][C:6]([C@H:8]1[C:13]([CH3:15])([CH3:14])[CH2:12][O:11][C:10]([CH3:17])([CH3:16])[O:9]1)=[O:7].CC(OI1(OC(C)=O)(OC(C)=O)OC(=O)C2C=CC=CC1=2)=O. Product: [O:1]=[CH:2][CH2:3][CH2:4][NH:5][C:6]([C@H:8]1[C:13]([CH3:15])([CH3:14])[CH2:12][O:11][C:10]([CH3:17])([CH3:16])[O:9]1)=[O:7]. The catalyst class is: 2. (2) Reactant: [Br:1][C:2]1[N:6]2[CH:7]=[C:8]([C:11]3[CH:21]=[CH:20][C:14]([C:15]([O:17]CC)=[O:16])=[CH:13][CH:12]=3)[N:9]=[CH:10][C:5]2=[N:4][CH:3]=1.[Li+].[OH-].O. Product: [Br:1][C:2]1[N:6]2[CH:7]=[C:8]([C:11]3[CH:12]=[CH:13][C:14]([C:15]([OH:17])=[O:16])=[CH:20][CH:21]=3)[N:9]=[CH:10][C:5]2=[N:4][CH:3]=1. The catalyst class is: 36. (3) Reactant: CN[C:3]([C:5]1[CH:10]=[C:9]([O:11][C:12]2[CH:17]=[CH:16][CH:15]=[C:14]([NH:18][C:19]([NH:21][C:22]3[CH:23]=[C:24]4[C:28](=[CH:29][CH:30]=3)[N:27]([CH3:31])[N:26]=[CH:25]4)=[O:20])[CH:13]=2)[CH:8]=[CH:7][N:6]=1)=[O:4].[OH-:32].[K+]. Product: [CH3:31][N:27]1[C:28]2[C:24](=[CH:23][C:22]([NH:21][C:19]([NH:18][C:14]3[CH:13]=[C:12]([CH:17]=[CH:16][CH:15]=3)[O:11][C:9]3[CH:8]=[CH:7][N:6]=[C:5]([C:3]([OH:32])=[O:4])[CH:10]=3)=[O:20])=[CH:30][CH:29]=2)[CH:25]=[N:26]1. The catalyst class is: 24. (4) Reactant: FC(F)(F)S(O[C:7]1[CH2:12][CH2:11][CH:10]([N:13]2[C@@H:17]([C:18]3[CH:23]=[CH:22][CH:21]=[CH:20][CH:19]=3)[C:16]([CH3:25])([CH3:24])[O:15][C:14]2=[O:26])[CH2:9][CH:8]=1)(=O)=O.[B:29]1([B:29]2[O:33][C:32]([CH3:35])([CH3:34])[C:31]([CH3:37])([CH3:36])[O:30]2)[O:33][C:32]([CH3:35])([CH3:34])[C:31]([CH3:37])([CH3:36])[O:30]1.C([O-])(=O)C.[K+]. Product: [CH3:25][C:16]1([CH3:24])[O:15][C:14](=[O:26])[N:13]([CH:10]2[CH2:11][CH2:12][C:7]([B:29]3[O:33][C:32]([CH3:35])([CH3:34])[C:31]([CH3:37])([CH3:36])[O:30]3)=[CH:8][CH2:9]2)[C@H:17]1[C:18]1[CH:19]=[CH:20][CH:21]=[CH:22][CH:23]=1. The catalyst class is: 12.